Predict the reactants needed to synthesize the given product. From a dataset of Full USPTO retrosynthesis dataset with 1.9M reactions from patents (1976-2016). (1) Given the product [F:20][C:14]1[C:15]([F:19])=[CH:16][CH:17]=[CH:18][C:13]=1[CH2:12][C:11]([C:10]1[C:5]2[C:6](=[N:7][C:2]([N:22]3[CH2:26][CH2:25][CH2:24][CH2:23]3)=[CH:3][CH:4]=2)[NH:8][CH:9]=1)=[O:21], predict the reactants needed to synthesize it. The reactants are: Cl[C:2]1[N:7]=[C:6]2[NH:8][CH:9]=[C:10]([C:11](=[O:21])[CH2:12][C:13]3[CH:18]=[CH:17][CH:16]=[C:15]([F:19])[C:14]=3[F:20])[C:5]2=[CH:4][CH:3]=1.[NH:22]1[CH2:26][CH2:25][CH2:24][CH2:23]1.O.Cl. (2) Given the product [Cl:36][C:5]1[CH:6]=[CH:7][C:2]([C:1]([OH:9])=[O:8])=[CH:3][CH:4]=1, predict the reactants needed to synthesize it. The reactants are: [C:1]([OH:9])(=[O:8])[C:2]1[CH:7]=[CH:6][CH:5]=[CH:4][CH:3]=1.CC1C=CC=CC=1C(O)=O.BrC1C=CC=CC=1C.C([Li])CCC.C(=O)=O.[Cl:36]C1C=CC(Br)=CC=1. (3) Given the product [OH:51][C:45]([C:47]([F:50])([F:49])[F:48])=[O:46].[CH:30]1([C:27]2[CH:28]=[CH:29][C:24]([CH2:23][O:22][C:18]3[CH:17]=[C:16]4[C:21](=[CH:20][CH:19]=3)[N:13]([C:11](=[O:12])[CH2:10][NH:9][CH2:8][CH2:7][C:6]([OH:44])=[O:5])[CH2:14][CH2:15]4)=[CH:25][C:26]=2[C:33]([F:36])([F:34])[F:35])[CH2:31][CH2:32]1, predict the reactants needed to synthesize it. The reactants are: C([O:5][C:6](=[O:44])[CH2:7][CH2:8][N:9](C(OC(C)(C)C)=O)[CH2:10][C:11]([N:13]1[C:21]2[C:16](=[CH:17][C:18]([O:22][CH2:23][C:24]3[CH:29]=[CH:28][C:27]([CH:30]4[CH2:32][CH2:31]4)=[C:26]([C:33]([F:36])([F:35])[F:34])[CH:25]=3)=[CH:19][CH:20]=2)[CH2:15][CH2:14]1)=[O:12])(C)(C)C.[C:45]([OH:51])([C:47]([F:50])([F:49])[F:48])=[O:46]. (4) Given the product [C:1]([O:5][C:6]([NH:8][CH:9]([C@H:15]([CH3:23])[CH2:16][CH:17]([CH3:22])[CH2:18][CH2:19][CH:20]=[CH2:21])[C:10]([OH:12])=[O:11])=[O:7])([CH3:4])([CH3:3])[CH3:2], predict the reactants needed to synthesize it. The reactants are: [C:1]([O:5][C:6]([NH:8][CH:9]([C@H:15]([CH2:23]OC)[CH2:16][CH:17]([CH3:22])[CH2:18][CH2:19][CH:20]=[CH2:21])[C:10]([O:12]CC)=[O:11])=[O:7])([CH3:4])([CH3:3])[CH3:2].CO.[Li+].[OH-]. (5) Given the product [F:1][C:2]1[CH:3]=[CH:4][C:5]([N:8]2[C:11](=[O:12])[C@H:10]([S:13][CH2:14][CH:15]([C:17]3[CH:22]=[CH:21][C:20]([F:23])=[CH:19][CH:18]=3)[OH:16])[C@H:9]2[C:24]2[CH:38]=[CH:37][C:27]([O:28][CH2:29][C:30]([NH:32][CH2:33][C:34]([NH:77][C@@H:76]([C:78]([OH:80])=[O:79])[CH2:75][CH2:74][CH2:73][CH2:72][NH:71][C:68](=[O:70])[CH3:69])=[O:36])=[O:31])=[CH:26][CH:25]=2)=[CH:6][CH:7]=1, predict the reactants needed to synthesize it. The reactants are: [F:1][C:2]1[CH:7]=[CH:6][C:5]([N:8]2[C:11](=[O:12])[C@H:10]([S:13][CH2:14][C:15]([C:17]3[CH:22]=[CH:21][C:20]([F:23])=[CH:19][CH:18]=3)=[O:16])[C@H:9]2[C:24]2[CH:38]=[CH:37][C:27]([O:28][CH2:29][C:30]([NH:32][CH2:33][C:34]([OH:36])=O)=[O:31])=[CH:26][CH:25]=2)=[CH:4][CH:3]=1.CN1CCOCC1.CN(C(ON1N=NC2C=CC=CC1=2)=[N+](C)C)C.[B-](F)(F)(F)F.[C:68]([NH:71][CH2:72][CH2:73][CH2:74][CH2:75][C@H:76]([C:78]([OH:80])=[O:79])[NH2:77])(=[O:70])[CH3:69].[BH4-].[Na+].C([O-])(=O)C.[NH4+]. (6) Given the product [CH2:1]([O:8][C:9]1[CH:10]=[CH:11][C:12]([O:15][C:18]([F:20])([F:19])[CH2:17][Br:16])=[CH:13][CH:14]=1)[C:2]1[CH:3]=[CH:4][CH:5]=[CH:6][CH:7]=1, predict the reactants needed to synthesize it. The reactants are: [CH2:1]([O:8][C:9]1[CH:14]=[CH:13][C:12]([OH:15])=[CH:11][CH:10]=1)[C:2]1[CH:7]=[CH:6][CH:5]=[CH:4][CH:3]=1.[Br:16][CH:17]=[C:18]([F:20])[F:19].[OH-].[K+]. (7) Given the product [C:6]([C@@H:4]([C@H:2]([C:1]([O-:10])=[O:9])[OH:3])[OH:5])([O-:8])=[O:7].[NH2:17][C:16]([NH2:18])=[NH2+:15].[NH2:17][C:16]([NH2:18])=[NH2+:15], predict the reactants needed to synthesize it. The reactants are: [C:1]([OH:10])(=[O:9])[C@@H:2]([C@H:4]([C:6]([OH:8])=[O:7])[OH:5])[OH:3].C(=O)(O)O.[NH2:15][C:16]([NH2:18])=[NH:17].C(=O)=O.